Predict the product of the given reaction. From a dataset of Forward reaction prediction with 1.9M reactions from USPTO patents (1976-2016). (1) Given the reactants [Br:1][C:2]1[C:3](O[C:6](=[O:8])[CH:7]=1)=[O:4].C([N:11]([CH2:13][CH3:14])[NH2:12])C.[CH3:15][C:16](O)=O, predict the reaction product. The product is: [Br:1][C:2]1[C:3](=[O:4])[N:11]([CH2:13][CH3:14])[N:12]([CH2:15][CH3:16])[C:6](=[O:8])[CH:7]=1. (2) The product is: [CH3:18][O:19][C:13](=[O:14])[C:12]1[CH:11]=[CH:10][C:9]([NH:8][C:5]2[CH:6]=[CH:7][N:2]=[CH:3][N:4]=2)=[CH:17][CH:16]=1. Given the reactants Cl.[N:2]1[CH:7]=[CH:6][C:5]([NH:8][C:9]2[CH:17]=[CH:16][C:12]([C:13](Cl)=[O:14])=[CH:11][CH:10]=2)=[N:4][CH:3]=1.[CH3:18][OH:19], predict the reaction product. (3) Given the reactants Cl.[N+:2]([C:5]1[C:6]([NH:11][CH:12]2[CH2:17][CH2:16][NH:15][CH2:14][CH2:13]2)=[N:7][CH:8]=[CH:9][CH:10]=1)([O-:4])=[O:3].[NH:18]1[C:22]2[CH:23]=[CH:24][CH:25]=[CH:26][C:21]=2[N:20]=[C:19]1[C:27](O)=[O:28].N1(O)C2C=CC=CC=2N=N1.Cl.CN(C)CCCN=C=NCC.CN1CCOCC1, predict the reaction product. The product is: [NH:18]1[C:22]2[CH:23]=[CH:24][CH:25]=[CH:26][C:21]=2[N:20]=[C:19]1[C:27]([N:15]1[CH2:16][CH2:17][CH:12]([NH:11][C:6]2[C:5]([N+:2]([O-:4])=[O:3])=[CH:10][CH:9]=[CH:8][N:7]=2)[CH2:13][CH2:14]1)=[O:28]. (4) Given the reactants [NH2:1][C@@H:2]([C:4]1[N:5]([CH2:25][CH3:26])[C:6]([O:9][C:10]2[CH:11]=[C:12]([N:16]3[CH2:21][CH2:20][N:19]([C:22](=[O:24])[CH3:23])[CH2:18][CH2:17]3)[CH:13]=[CH:14][CH:15]=2)=[N:7][N:8]=1)[CH3:3].Cl.C(N(CC)CC)C.[Cl:35][C:36]1[CH:37]=[C:38]([S:43](Cl)(=[O:45])=[O:44])[CH:39]=[CH:40][C:41]=1[Cl:42].C([O-])([O-])=O.[K+].[K+], predict the reaction product. The product is: [C:22]([N:19]1[CH2:18][CH2:17][N:16]([C:12]2[CH:11]=[C:10]([CH:15]=[CH:14][CH:13]=2)[O:9][C:6]2[N:5]([CH2:25][CH3:26])[C:4]([C@H:2]([NH:1][S:43]([C:38]3[CH:39]=[CH:40][C:41]([Cl:42])=[C:36]([Cl:35])[CH:37]=3)(=[O:45])=[O:44])[CH3:3])=[N:8][N:7]=2)[CH2:21][CH2:20]1)(=[O:24])[CH3:23]. (5) Given the reactants [CH3:1][S:2]([C:5]1[CH:10]=[CH:9][C:8]([C:11]2[CH:12]=[CH:13][C:14]3[O:18][CH:17]([CH:19]4[CH2:24][CH2:23][N:22]([C:25]#[N:26])[CH2:21][CH2:20]4)[CH2:16][C:15]=3[CH:27]=2)=[CH:7][CH:6]=1)(=[O:4])=[O:3].[OH:28][NH:29][C:30](=N)[CH2:31][CH2:32][CH3:33], predict the reaction product. The product is: [CH3:1][S:2]([C:5]1[CH:10]=[CH:9][C:8]([C:11]2[CH:12]=[CH:13][C:14]3[O:18][CH:17]([CH:19]4[CH2:20][CH2:21][N:22]([C:25]5[O:28][N:29]=[C:30]([CH2:31][CH2:32][CH3:33])[N:26]=5)[CH2:23][CH2:24]4)[CH2:16][C:15]=3[CH:27]=2)=[CH:7][CH:6]=1)(=[O:3])=[O:4]. (6) Given the reactants [F:1][C:2]1[CH:7]=[CH:6][C:5]([C:8]2[O:9][CH:10]=[C:11]([C:13]([CH3:17])([CH3:16])[CH2:14][NH2:15])[N:12]=2)=[CH:4][CH:3]=1.[Cl:18][C:19]1[CH:27]=[CH:26][C:25]([C:28]#[N:29])=[CH:24][C:20]=1[C:21](O)=[O:22], predict the reaction product. The product is: [Cl:18][C:19]1[CH:27]=[CH:26][C:25]([C:28]#[N:29])=[CH:24][C:20]=1[C:21]([NH:15][CH2:14][C:13]([C:11]1[N:12]=[C:8]([C:5]2[CH:4]=[CH:3][C:2]([F:1])=[CH:7][CH:6]=2)[O:9][CH:10]=1)([CH3:17])[CH3:16])=[O:22]. (7) Given the reactants S(S([O-])=O)([O-])=O.[Na+].[Na+].[C:9]([O:13][C:14](=[O:35])[NH:15][C@@H:16]1[CH2:21][CH2:20][CH2:19][N:18]([C:22](=[O:34])[C:23]2[CH:28]=[CH:27][C:26]([NH:29][CH3:30])=[C:25]([N+:31]([O-])=O)[CH:24]=2)[CH2:17]1)([CH3:12])([CH3:11])[CH3:10].[CH2:36]([N:38]1[C:42]2=[CH:43][N:44]=[CH:45][CH:46]=[C:41]2[CH:40]=[C:39]1[CH:47]=O)[CH3:37], predict the reaction product. The product is: [C:9]([O:13][C:14](=[O:35])[NH:15][C@@H:16]1[CH2:21][CH2:20][CH2:19][N:18]([C:22]([C:23]2[CH:28]=[CH:27][C:26]3[N:29]([CH3:30])[C:47]([C:39]4[N:38]([CH2:36][CH3:37])[C:42]5=[CH:43][N:44]=[CH:45][CH:46]=[C:41]5[CH:40]=4)=[N:31][C:25]=3[CH:24]=2)=[O:34])[CH2:17]1)([CH3:12])([CH3:10])[CH3:11]. (8) Given the reactants Cl[C:2]1[N:7]=[CH:6][C:5]2[CH:8]=[N:9][N:10]([C:11]3[N:16]=[C:15]([C:17]4[CH2:18][CH2:19][N:20]([C:23]([O:25][C:26]([CH3:29])([CH3:28])[CH3:27])=[O:24])[CH2:21][CH:22]=4)[CH:14]=[CH:13][CH:12]=3)[C:4]=2[CH:3]=1.C[Sn](C)(C)[C:32]1[CH:37]=[N:36][CH:35]=[C:34]([CH3:38])[N:33]=1, predict the reaction product. The product is: [CH3:38][C:34]1[N:33]=[C:32]([C:2]2[N:7]=[CH:6][C:5]3[CH:8]=[N:9][N:10]([C:11]4[N:16]=[C:15]([C:17]5[CH2:18][CH2:19][N:20]([C:23]([O:25][C:26]([CH3:28])([CH3:29])[CH3:27])=[O:24])[CH2:21][CH:22]=5)[CH:14]=[CH:13][CH:12]=4)[C:4]=3[CH:3]=2)[CH:37]=[N:36][CH:35]=1. (9) Given the reactants [NH2:1][C:2]1[S:3][CH:4]=[C:5]([CH2:7][C:8]([O:10][CH2:11][CH3:12])=[O:9])[N:6]=1.[CH3:13][S:14]([C:17]1[CH:22]=[CH:21][CH:20]=[CH:19][C:18]=1[S:23](Cl)(=[O:25])=[O:24])(=[O:16])=[O:15], predict the reaction product. The product is: [CH3:13][S:14]([C:17]1[CH:22]=[CH:21][CH:20]=[CH:19][C:18]=1[S:23]([NH:1][C:2]1[S:3][CH:4]=[C:5]([CH2:7][C:8]([O:10][CH2:11][CH3:12])=[O:9])[N:6]=1)(=[O:25])=[O:24])(=[O:16])=[O:15].